Dataset: Full USPTO retrosynthesis dataset with 1.9M reactions from patents (1976-2016). Task: Predict the reactants needed to synthesize the given product. (1) The reactants are: Cl.O.C([O:5][C:6](=[O:42])[CH2:7][NH:8][C:9]([C:11]1[N:12]([C:32]2[CH:37]=[CH:36][C:35]([O:38][CH:39]([CH3:41])[CH3:40])=[CH:34][CH:33]=2)[C:13]2[C:18]([C:19]=1[Cl:20])=[CH:17][C:16]([O:21][C:22]1[CH:27]=[CH:26][C:25]([C:28]([F:31])([F:30])[F:29])=[CH:24][CH:23]=1)=[CH:15][CH:14]=2)=[O:10])C. Given the product [Cl:20][C:19]1[C:18]2[C:13](=[CH:14][CH:15]=[C:16]([O:21][C:22]3[CH:27]=[CH:26][C:25]([C:28]([F:31])([F:29])[F:30])=[CH:24][CH:23]=3)[CH:17]=2)[N:12]([C:32]2[CH:37]=[CH:36][C:35]([O:38][CH:39]([CH3:41])[CH3:40])=[CH:34][CH:33]=2)[C:11]=1[C:9]([NH:8][CH2:7][C:6]([OH:42])=[O:5])=[O:10], predict the reactants needed to synthesize it. (2) Given the product [CH3:24][N:21]1[C:22](=[O:23])[CH:16]([NH:15][C:13]([C@@H:12]([O:11][C:9](=[O:10])[NH:8][CH2:1][C:2]2[CH:7]=[CH:6][CH:5]=[CH:4][CH:3]=2)[CH3:33])=[O:14])[C:17]2[CH:32]=[CH:31][CH:30]=[CH:29][C:18]=2[C:19]2[CH:28]=[CH:27][CH:26]=[CH:25][C:20]1=2, predict the reactants needed to synthesize it. The reactants are: [CH2:1]([N:8]=[C:9]=[O:10])[C:2]1[CH:7]=[CH:6][CH:5]=[CH:4][CH:3]=1.[OH:11][C@@H:12]([CH3:33])[C:13]([NH:15][CH:16]1[C:22](=[O:23])[N:21]([CH3:24])[C:20]2[CH:25]=[CH:26][CH:27]=[CH:28][C:19]=2[C:18]2[CH:29]=[CH:30][CH:31]=[CH:32][C:17]1=2)=[O:14]. (3) Given the product [C:13]([C:12]1[CH:15]=[C:8]([C:6]2[CH:5]=[CH:4][N:3]=[C:2]([NH:23][C:24]3[CH:25]=[CH:26][C:27]([O:44][CH3:45])=[C:28]([CH:43]=3)[O:29][CH2:30][CH2:31][O:32][CH2:33][CH2:34][NH:35][C:36](=[O:42])[O:37][C:38]([CH3:39])([CH3:40])[CH3:41])[N:7]=2)[CH:9]=[CH:10][C:11]=1[O:16][CH:17]1[CH2:22][CH2:21][O:20][CH2:19][CH2:18]1)#[N:14], predict the reactants needed to synthesize it. The reactants are: Cl[C:2]1[N:7]=[C:6]([C:8]2[CH:9]=[CH:10][C:11]([O:16][CH:17]3[CH2:22][CH2:21][O:20][CH2:19][CH2:18]3)=[C:12]([CH:15]=2)[C:13]#[N:14])[CH:5]=[CH:4][N:3]=1.[NH2:23][C:24]1[CH:25]=[CH:26][C:27]([O:44][CH3:45])=[C:28]([CH:43]=1)[O:29][CH2:30][CH2:31][O:32][CH2:33][CH2:34][NH:35][C:36](=[O:42])[O:37][C:38]([CH3:41])([CH3:40])[CH3:39]. (4) Given the product [C:58]([NH:62][C:19](=[O:21])[C@H:12]([CH2:13][C:14]1[S:15][CH:16]=[CH:17][CH:18]=1)[NH:11][C:9]([O:8][CH2:1][C:2]1[CH:3]=[CH:4][CH:5]=[CH:6][CH:7]=1)=[O:10])([CH3:61])([CH3:60])[CH3:59], predict the reactants needed to synthesize it. The reactants are: [CH2:1]([O:8][C:9]([NH:11][CH:12]([C:19]([OH:21])=O)[CH2:13][C:14]1[S:15][CH:16]=[CH:17][CH:18]=1)=[O:10])[C:2]1[CH:7]=[CH:6][CH:5]=[CH:4][CH:3]=1.C(OC(N[C@H](C(O)=O)CC1SC=CC=1)=O)C1C=CC=CC=1.CN1CCOCC1.C(OC(Cl)=O)C(C)C.[C:58]([NH2:62])([CH3:61])([CH3:60])[CH3:59]. (5) Given the product [CH3:27][O:26][C:23]1[CH:24]=[CH:25][C:20]([C:18](=[O:19])[CH2:17][NH:9][NH:8][C:7]([O:11][C:12]([CH3:15])([CH3:14])[CH3:13])=[O:10])=[CH:21][CH:22]=1, predict the reactants needed to synthesize it. The reactants are: C(=O)([O-])[O-].[K+].[K+].[C:7]([O:11][C:12]([CH3:15])([CH3:14])[CH3:13])(=[O:10])[NH:8][NH2:9].Br[CH2:17][C:18]([C:20]1[CH:25]=[CH:24][C:23]([O:26][CH3:27])=[CH:22][CH:21]=1)=[O:19]. (6) Given the product [C:1]([C:6]1[CH:7]=[C:8]2[C:12](=[CH:13][CH:14]=1)[N:11]([S:27]([C:20]1[C:21]([CH3:26])=[CH:22][C:23]([CH3:25])=[CH:24][C:19]=1[CH3:18])(=[O:29])=[O:28])[CH:10]=[C:9]2[CH3:15])([O:3][CH2:4][CH3:5])=[O:2], predict the reactants needed to synthesize it. The reactants are: [C:1]([C:6]1[CH:7]=[C:8]2[C:12](=[CH:13][CH:14]=1)[NH:11][CH:10]=[C:9]2[CH3:15])([O:3][CH2:4][CH3:5])=[O:2].[H-].[Na+].[CH3:18][C:19]1[CH:24]=[C:23]([CH3:25])[CH:22]=[C:21]([CH3:26])[C:20]=1[S:27](Cl)(=[O:29])=[O:28].[NH4+].[Cl-]. (7) Given the product [CH3:1][O:2][CH2:3][O:4][C:5]1[CH:6]=[C:7]([CH3:35])[C:8]([C:12]2[CH:17]=[CH:16][CH:15]=[C:14]([CH2:18][O:19][C:20]3[CH:21]=[CH:22][C:23]4[C:24](=[CH:37][C:38]([O:40][CH2:41][CH3:42])=[O:39])[C:25]5[C:30]([C:31]=4[CH:32]=3)=[CH:29][CH:28]=[CH:27][CH:26]=5)[C:13]=2[CH3:34])=[C:9]([CH3:11])[CH:10]=1, predict the reactants needed to synthesize it. The reactants are: [CH3:1][O:2][CH2:3][O:4][C:5]1[CH:10]=[C:9]([CH3:11])[C:8]([C:12]2[CH:17]=[CH:16][CH:15]=[C:14]([CH2:18][O:19][C:20]3[CH:21]=[CH:22][C:23]4[C:24](=O)[C:25]5[C:30]([C:31]=4[CH:32]=3)=[CH:29][CH:28]=[CH:27][CH:26]=5)[C:13]=2[CH3:34])=[C:7]([CH3:35])[CH:6]=1.Br[CH2:37][C:38]([O:40][CH2:41][CH3:42])=[O:39].Cl. (8) Given the product [CH2:7]([C:9]1[CH:14]=[C:13]([CH3:15])[CH:12]=[C:11]([CH2:16][CH3:17])[C:10]=1[C:18]1[C:19](=[O:20])[N:21]([CH2:42][C:43]2[CH:44]=[CH:45][CH:46]=[CH:47][CH:48]=2)[N:22]=[C:23]([S:29][CH2:30][CH2:31][CH2:32][CH2:33][CH2:34][CH2:35][CH2:36][CH2:37][CH2:38][CH2:39][CH2:40][CH3:41])[C:24]=1[OH:26])[CH3:8], predict the reactants needed to synthesize it. The reactants are: CC(C)([O-])C.[K+].[CH2:7]([C:9]1[CH:14]=[C:13]([CH3:15])[CH:12]=[C:11]([CH2:16][CH3:17])[C:10]=1[CH2:18][C:19]([N:21]([CH2:42][C:43]1[CH:48]=[CH:47][CH:46]=[CH:45][CH:44]=1)[N:22]=[C:23]([S:29][CH2:30][CH2:31][CH2:32][CH2:33][CH2:34][CH2:35][CH2:36][CH2:37][CH2:38][CH2:39][CH2:40][CH3:41])[C:24]([O:26]CC)=O)=[O:20])[CH3:8].Cl. (9) Given the product [CH2:15]1[CH2:35][N:34]2[C:18]3[C:19]([CH2:31][CH2:32][CH2:33]2)=[C:20]2[O:27][C:25](=[O:26])[C:24]([C:28]([OH:30])=[O:29])=[CH:23][C:21]2=[CH:22][C:17]=3[CH2:16]1.[CH2:7]([O:6][SiH:5]([O:12][CH2:13][CH3:14])[O:9][CH2:10][CH3:11])[CH3:8], predict the reactants needed to synthesize it. The reactants are: NCCC[Si:5]([O:12][CH2:13][CH3:14])([O:9][CH2:10][CH3:11])[O:6][CH2:7][CH3:8].[CH2:15]1[CH2:35][N:34]2[C:18]3[C:19]([CH2:31][CH2:32][CH2:33]2)=[C:20]2[O:27][C:25](=[O:26])[C:24]([C:28]([OH:30])=[O:29])=[CH:23][C:21]2=[CH:22][C:17]=3[CH2:16]1.C(N(CC)CC)C.CN(C)CCCN=C=NCC.O.ON1C2C=CC=CC=2N=N1.